From a dataset of Catalyst prediction with 721,799 reactions and 888 catalyst types from USPTO. Predict which catalyst facilitates the given reaction. (1) Reactant: [CH:1]1([CH2:4][NH:5][C:6]2[N:7]=[C:8]([NH:25][CH2:26][CH2:27][CH3:28])[C:9]3[N:15]=[C:14]([NH:16][CH2:17][CH:18]4[CH2:20][CH2:19]4)[N:13]=[C:12]([NH:21][CH2:22][CH2:23][CH3:24])[C:10]=3[N:11]=2)[CH2:3][CH2:2]1.[ClH:29].C(OCC)C.Cl.CN(C)C1N=C(NCCC)C2N=C(NC)N=C(NCCC)C=2N=1. Product: [ClH:29].[CH:18]1([CH2:17][NH:16][C:14]2[N:13]=[C:12]([NH:21][CH2:22][CH2:23][CH3:24])[C:10]3[N:11]=[C:6]([NH:5][CH2:4][CH:1]4[CH2:3][CH2:2]4)[N:7]=[C:8]([NH:25][CH2:26][CH2:27][CH3:28])[C:9]=3[N:15]=2)[CH2:20][CH2:19]1. The catalyst class is: 8. (2) Product: [CH:59]1([NH:62][C:40]([NH:37][CH2:31][CH:12]2[CH2:13][CH2:14][C:15]3[C:20](=[CH:19][CH:18]=[C:17]([C:21]([OH:30])([C:22]([F:23])([F:25])[F:24])[C:26]([F:27])([F:28])[F:29])[CH:16]=3)[N:11]2[S:8]([C:5]2[CH:6]=[CH:7][C:2]([F:1])=[CH:3][CH:4]=2)(=[O:9])=[O:10])=[O:49])[CH2:61][CH2:60]1. The catalyst class is: 11. Reactant: [F:1][C:2]1[CH:7]=[CH:6][C:5]([S:8]([N:11]2[C:20]3[C:15](=[CH:16][C:17]([C:21]([OH:30])([C:26]([F:29])([F:28])[F:27])[C:22]([F:25])([F:24])[F:23])=[CH:18][CH:19]=3)[CH2:14][CH2:13][CH:12]2[CH2:31]C(O)=O)(=[O:10])=[O:9])=[CH:4][CH:3]=1.C([N:37]([CH2:40]C)CC)C.C1(P(N=[N+]=[N-])(C2C=CC=CC=2)=[O:49])C=CC=CC=1.[CH:59]1([NH2:62])[CH2:61][CH2:60]1.